Regression/Classification. Given a drug SMILES string, predict its absorption, distribution, metabolism, or excretion properties. Task type varies by dataset: regression for continuous measurements (e.g., permeability, clearance, half-life) or binary classification for categorical outcomes (e.g., BBB penetration, CYP inhibition). Dataset: cyp1a2_veith. From a dataset of CYP1A2 inhibition data for predicting drug metabolism from PubChem BioAssay. (1) The drug is Cc1cccc(Sc2c([N+](=O)[O-])ncn2C)n1. The result is 0 (non-inhibitor). (2) The drug is Cc1cc(C)c2c(-n3cccc3)n[nH]c2n1. The result is 1 (inhibitor). (3) The molecule is COc1cc(N)c(Cl)cc1C(=O)OCCCN1CCCCC1. The result is 0 (non-inhibitor). (4) The compound is CCCn1nnnc1-c1cccc(Cl)c1. The result is 1 (inhibitor). (5) The molecule is COc1ccc(CNc2cc(-c3ccccc3OC)ncn2)c(OC)c1. The result is 1 (inhibitor). (6) The molecule is CCN1C[C@]2(COC)CC[C@H](O)[C@]34[C@H]1[C@](O)([C@@H](OC)[C@H]23)[C@@]1(O)C[C@H](OC)[C@H]2C[C@@H]4[C@H]1[C@@H]2OC. The result is 0 (non-inhibitor). (7) The compound is Clc1cccc(Nc2ncnc3ccc(Br)cc23)c1. The result is 1 (inhibitor).